This data is from Reaction yield outcomes from USPTO patents with 853,638 reactions. The task is: Predict the reaction yield, written as a fraction of the theoretical maximum amount of product (1.0 means a 100% yield; for example, 0.34 means a 34% yield). (1) The reactants are C([O:3][C:4](=O)[C:5]1[CH:10]=[CH:9][C:8]([NH2:11])=[C:7]([Cl:12])[CH:6]=1)C.[NH4+:14].[OH-]. No catalyst specified. The product is [NH2:11][C:8]1[CH:9]=[CH:10][C:5]([C:4]([NH2:14])=[O:3])=[CH:6][C:7]=1[Cl:12]. The yield is 0.623. (2) The reactants are [Cl:1][C:2]1[CH:7]=[C:6]([Cl:8])[C:5]([N+:9]([O-])=O)=[CH:4][C:3]=1[CH2:12][CH3:13].Cl[Sn]Cl.[OH-].[Na+].Cl. The catalyst is CO.CCOC(C)=O. The product is [Cl:8][C:6]1[CH:7]=[C:2]([Cl:1])[C:3]([CH2:12][CH3:13])=[CH:4][C:5]=1[NH2:9]. The yield is 0.970. (3) The reactants are [C:1]([O:5][C:6]([NH:8][C:9]([CH3:14])([CH3:13])[C:10]([OH:12])=O)=[O:7])([CH3:4])([CH3:3])[CH3:2].CCN=C=NCCCN(C)C.Cl.[F:27][C:28]([F:32])([F:31])[CH2:29][NH2:30]. The catalyst is C(Cl)Cl.CN(C1C=CN=CC=1)C. The product is [CH3:13][C:9]([NH:8][C:6](=[O:7])[O:5][C:1]([CH3:2])([CH3:3])[CH3:4])([CH3:14])[C:10](=[O:12])[NH:30][CH2:29][C:28]([F:32])([F:31])[F:27]. The yield is 0.460. (4) The reactants are [NH:1]1[CH2:5][CH2:4][CH2:3][C@H:2]1[CH:6]=[CH:7][C:8]1[CH:9]=[N:10][CH:11]=[CH:12][CH:13]=1.[O:14]=[C:15]([OH:27])[C@@H:16]([C@H:18]([C@H:20]([C@@H:22]([C:24]([OH:26])=[O:25])[OH:23])[OH:21])[OH:19])[OH:17]. The catalyst is C(O)C.O. The product is [O:14]=[C:15]([OH:27])[C@@H:16]([C@H:18]([C@H:20]([C@@H:22]([C:24]([OH:26])=[O:25])[OH:23])[OH:21])[OH:19])[OH:17].[NH:1]1[CH2:5][CH2:4][CH2:3][C@H:2]1/[CH:6]=[CH:7]/[C:8]1[CH:9]=[N:10][CH:11]=[CH:12][CH:13]=1.[NH:1]1[CH2:5][CH2:4][CH2:3][C@H:2]1/[CH:6]=[CH:7]/[C:8]1[CH:9]=[N:10][CH:11]=[CH:12][CH:13]=1. The yield is 0.619. (5) The reactants are [CH3:1][C:2]1[C:7]2[CH2:8][O:9][C:10](=[O:11])[C:6]=2[C:5]([OH:12])=[C:4]([CH2:13]/[CH:14]=[C:15](/[CH2:17][CH2:18][C:19]([O:21][CH3:22])=[O:20])\[CH3:16])[C:3]=1[O:23][CH3:24].C[Si]([N-][Si](C)(C)C)(C)C.[Na+].[Br:35][CH2:36][CH:37]=[CH:38][CH2:39]Br. The catalyst is C1COCC1. The product is [CH3:22][O:21][C:19](=[O:20])[CH:18]([CH2:39][CH:38]=[CH:37][CH2:36][Br:35])[CH2:17][C:15]([CH3:16])=[CH:14][CH2:13][C:4]1[C:5]([OH:12])=[C:6]2[C:7](=[C:2]([CH3:1])[C:3]=1[O:23][CH3:24])[CH2:8][O:9][C:10]2=[O:11]. The yield is 0.780. (6) The reactants are [Cl:1][C:2]1[C:3]([N:9]=[C:10]=S)=[N:4][CH:5]=[C:6]([Cl:8])[CH:7]=1.CCN(CC)CC.Cl.Cl.[NH2:21][CH2:22][C@@:23]1([OH:31])[CH:28]2[CH2:29][CH2:30][N:25]([CH2:26][CH2:27]2)[CH2:24]1.C(N=C=NC(C)C)(C)C. The catalyst is CN(C)C=O. The product is [Cl:1][C:2]1[C:3]([NH:9][C:10]2[O:31][C@:23]3([CH2:22][N:21]=2)[CH:28]2[CH2:29][CH2:30][N:25]([CH2:26][CH2:27]2)[CH2:24]3)=[N:4][CH:5]=[C:6]([Cl:8])[CH:7]=1. The yield is 0.440.